Predict the reactants needed to synthesize the given product. From a dataset of Full USPTO retrosynthesis dataset with 1.9M reactions from patents (1976-2016). (1) Given the product [OH:9][C:8]1[C:7]([O:10][CH:11]([CH3:13])[CH3:12])=[C:6]([N+:14]([O-:16])=[O:15])[CH:5]=[CH:4][C:3]=1[CH:2]=[O:1], predict the reactants needed to synthesize it. The reactants are: [OH:1][CH2:2][C:3]1[C:8]([OH:9])=[C:7]([O:10][CH:11]([CH3:13])[CH3:12])[C:6]([N+:14]([O-:16])=[O:15])=[CH:5][CH:4]=1. (2) The reactants are: [NH2:1][C:2]1[CH:7]=[CH:6][C:5]([B:8]2[O:12][C:11]([CH3:14])([CH3:13])[C:10]([CH3:16])([CH3:15])[O:9]2)=[CH:4][N:3]=1.C(N(CC)CC)C.[C:24](OC(=O)C)(=[O:26])[CH3:25]. Given the product [CH3:15][C:10]1([CH3:16])[C:11]([CH3:14])([CH3:13])[O:12][B:8]([C:5]2[CH:6]=[CH:7][C:2]([NH:1][C:24](=[O:26])[CH3:25])=[N:3][CH:4]=2)[O:9]1, predict the reactants needed to synthesize it. (3) Given the product [C:1]([C:3]1[C:12]2[C:7](=[CH:8][CH:9]=[CH:10][CH:11]=2)[CH:6]=[CH:5][C:4]=1[N:37]([CH2:38][CH3:39])[CH2:28][CH3:27])#[CH:2], predict the reactants needed to synthesize it. The reactants are: [C:1]([C:3]1[C:12]2[C:7](=[CH:8][CH:9]=[CH:10][CH:11]=2)[CH:6]=[CH:5][C:4]=1C)#[CH:2].BrC1C2C(=CC=CC=2)C=CC=1C.Br[C:27]1C2C(=CC=CC=2)C=C[C:28]=1[N:37](CC)[CH2:38][CH3:39]. (4) Given the product [F:24][C:19]1[CH:20]=[CH:21][CH:22]=[CH:23][C:18]=1[C@H:9]1[C:8]([C:25]2[CH:30]=[CH:29][C:28]([F:31])=[CH:27][CH:26]=2)([C:5]2[CH:4]=[CH:3][C:2]([F:1])=[CH:7][CH:6]=2)[O:12][C:11](=[O:13])[N:10]1[CH2:14][C:15]([NH:40][CH3:37])=[O:16], predict the reactants needed to synthesize it. The reactants are: [F:1][C:2]1[CH:7]=[CH:6][C:5]([C:8]2([C:25]3[CH:30]=[CH:29][C:28]([F:31])=[CH:27][CH:26]=3)[O:12][C:11](=[O:13])[N:10]([CH2:14][C:15](O)=[O:16])[CH:9]2[C:18]2[CH:23]=[CH:22][CH:21]=[CH:20][C:19]=2[F:24])=[CH:4][CH:3]=1.F[B-](F)(F)F.[CH:37]([N:40](C(C)C)CC)(C)C.Cl.CN.Cl. (5) Given the product [CH2:1]([NH:8][C:9]([C@H:11]1[CH2:20][C:19]23[CH2:21][CH2:22][C@:12]1([OH:47])[CH:13]1[O:30][C:28]4=[C:29]5[C@@:14]12[CH2:15][CH2:16][N:17]([CH2:43][CH:44]1[CH2:45][CH2:46]1)[C@@H:18]3[CH2:23][C:24]5=[CH:25][CH:26]=[CH:27]4)=[O:10])[C:2]1[CH:7]=[CH:6][CH:5]=[CH:4][CH:3]=1, predict the reactants needed to synthesize it. The reactants are: [CH2:1]([NH:8][C:9]([C@H:11]1[CH2:20][C:19]23[CH2:21][CH2:22][C@:12]1([OH:47])[CH:13]1[O:30][C:28]4=[C:29]5[C@@:14]12[CH2:15][CH2:16][N:17]([CH2:43][CH:44]1[CH2:46][CH2:45]1)[C@@H:18]3[CH2:23][C:24]5=[CH:25][CH:26]=[C:27]4OC1N(C2C=CC=CC=2)N=NN=1)=[O:10])[C:2]1[CH:7]=[CH:6][CH:5]=[CH:4][CH:3]=1.C1C=CC=CC=1.O.NN. (6) Given the product [CH2:11]([O:10][C:8]([C@H:2]1[CH2:7][CH2:6][N:5]([C:8]([O:10][C:11]([CH3:14])([CH3:13])[CH3:12])=[O:9])[CH2:4][C@H:3]1[C:15]([O:17][CH3:18])=[O:16])=[O:9])[C:25]1[CH:24]=[CH:4][CH:3]=[CH:2][CH:7]=1, predict the reactants needed to synthesize it. The reactants are: N[C@H:2]1[CH2:7][CH2:6][N:5]([C:8]([O:10][C:11]([CH3:14])([CH3:13])[CH3:12])=[O:9])[CH2:4][C@@H:3]1[C:15]([O:17][CH3:18])=[O:16].C(N([CH2:24][CH3:25])CC)C.